This data is from Reaction yield outcomes from USPTO patents with 853,638 reactions. The task is: Predict the reaction yield, written as a fraction of the theoretical maximum amount of product (1.0 means a 100% yield; for example, 0.34 means a 34% yield). (1) The reactants are [CH3:1][C:2]1[C:6]([C:7]2[C:8]([O:21][CH3:22])=[CH:9][C:10]3[C:11]4[NH:19][C:18](=[O:20])[O:17][C:12]=4[CH:13]=[N:14][C:15]=3[CH:16]=2)=[C:5]([CH3:23])[O:4][N:3]=1.C([O-])([O-])=O.[Cs+].[Cs+].[Cl:30][C:31]1[CH:38]=[CH:37][CH:36]=[CH:35][C:32]=1[CH2:33]Br. The yield is 0.160. The product is [Cl:30][C:31]1[CH:38]=[CH:37][CH:36]=[CH:35][C:32]=1[CH2:33][N:19]1[C:11]2[C:10]3[CH:9]=[C:8]([O:21][CH3:22])[C:7]([C:6]4[C:2]([CH3:1])=[N:3][O:4][C:5]=4[CH3:23])=[CH:16][C:15]=3[N:14]=[CH:13][C:12]=2[O:17][C:18]1=[O:20]. The catalyst is CCCC[N+](CCCC)(CCCC)CCCC.[I-].CN(C=O)C. (2) The reactants are C([O:9][C@@H:10]1[C:19]2[C:14](=[CH:15][CH:16]=[C:17]([N:20]3[CH2:25][CH2:24][O:23][CH2:22][CH2:21]3)[CH:18]=2)[N:13]([C:26](=[O:28])[CH3:27])[C@@H:12]([CH3:29])[CH2:11]1)(=O)C1C=CC=CC=1.[O-]CC.[Na+]. The catalyst is C(O)C. The product is [C:26]([N:13]1[C:14]2[C:19](=[CH:18][C:17]([N:20]3[CH2:21][CH2:22][O:23][CH2:24][CH2:25]3)=[CH:16][CH:15]=2)[C@@H:10]([OH:9])[CH2:11][C@@H:12]1[CH3:29])(=[O:28])[CH3:27]. The yield is 0.674.